From a dataset of Experimentally validated miRNA-target interactions with 360,000+ pairs, plus equal number of negative samples. Binary Classification. Given a miRNA mature sequence and a target amino acid sequence, predict their likelihood of interaction. (1) The miRNA is hsa-miR-6728-3p with sequence UCUCUGCUCUGCUCUCCCCAG. The protein sequence of the target gene is MDIIETAKLEGHLESQTNDSTNTYTSPTEAVEEEGKNGKGKPKTLSNGLRKGAKKYPDYIQISMPNDSKNKFPLEWWKTGIAFVYALFNLILTTVMITVVHERVPPKELSPPLPDKFFDYFDRVKWAFSVSEINGMVLVGLWITQWLFLRYKSIVGRRFFFIMGTLYLYRCITMYVTTLPVPGMHFQCAPKLNGDSQAKIQRILRLISGGGLSITGSHILCGDFLFSGHTVVLTLTYLFIKEYSPRHFWWYHLVCWLLSAAGIICILVAHEHYTVDVIIAYYITTRLFWWYHSMANEKNL.... Result: 0 (no interaction). (2) The miRNA is hsa-miR-4301 with sequence UCCCACUACUUCACUUGUGA. The protein sequence of the target gene is MLGQQQQQQLYSSAALLTGERSRLLSCYVQDYLECVESLPHDMQRNVSVLRELDNKYQETLKEIDDVYEKYKKEDDSNQKKRLQQHLQRALINSQELGDEKIQIVTQMLELVENRARQMELHSQCFQDPAESERASDKSKMDSSQPERSSRRPRRQRTSESRDLCHMTNGIDDCDDQPPKEKRSKSAKKKKRSKAKQEREASPVEFAIDPNEPTYCLCNQVSYGEMIGCDNEQCPIEWFHFSCVSLTYKPKGKWYCPKCRGDNEKTMDKSTEKTKKERRAR. Result: 0 (no interaction). (3) The protein sequence of the target gene is MEGLLTRCRALPALATCSRQLSGYVPCRFHHCAPRRGRRLLLSRVFQPQNLREDRVLSLQDKSDDLTCKSQRLMLQVGLIYPASPGCYHLLPYTVRAMEKLVRVIDQEMQAIGGQKVNMPSLSPAELWQATNRWDLMGKELLRLRDRHGKEYCLGPTHEEAITALIASQKKLSYKQLPFLLYQVTRKFRDEPRPRFGLLRGREFYMKDMYTFDSSPEAAQQTYSLVCDAYCSLFNKLGLPFVKVQADVGTIGGTVSHEFQLPVDIGEDRLAICPRCSFSANMETLDLSQMNCPACQGPLT.... The miRNA is hsa-miR-548n with sequence CAAAAGUAAUUGUGGAUUUUGU. Result: 0 (no interaction).